From a dataset of Experimentally validated miRNA-target interactions with 360,000+ pairs, plus equal number of negative samples. Binary Classification. Given a miRNA mature sequence and a target amino acid sequence, predict their likelihood of interaction. (1) The miRNA is hsa-miR-516b-3p with sequence UGCUUCCUUUCAGAGGGU. The protein sequence of the target gene is MRRLWGAARKPSGAGWEKEWAEAPQEAPGAWSGRLGPGRSGRKGRAVPGWASWPAHLALAARPARHLGGAGQGPRPLHSGTAPFHSRASGERQRRLEPQLQHESRCRSSTPADAWRAEAALPVRAMGAPWGSPTAAAGGRRGWRRGRGLPWTVCVLAAAGLTCTALITYACWGQLPPLPWASPTPSRPVGVLLWWEPFGGRDSAPRPPPDCRLRFNISGCRLLTDRASYGEAQAVLFHHRDLVKGPPDWPPPWGIQAHTAEEVDLRVLDYEEAAAAAEALATSSPRPPGQRWVWMNFESP.... Result: 1 (interaction). (2) The miRNA is hsa-miR-452-3p with sequence CUCAUCUGCAAAGAAGUAAGUG. The protein sequence of the target gene is MAETDPKTVQDLTSVVQTLLQQMQDKFQTMSDQIIGRIDDMSSRIDDLEKNIADLMTQAGVEELESENKIPATQKS. Result: 1 (interaction). (3) The miRNA is rno-miR-382-5p with sequence GAAGUUGUUCGUGGUGGAUUCG. The protein sequence of the target gene is MKCEHCTRKECSKKSKTDDQENVSSDGAQPSDGASPAKESEEKGEFHKLADAKIFLSDCLACDSCVTVEEGVQLSQQSAKDFLHVLNLNKRCDTSKHRVLVVSVCPQSLPYFAAKFNLSVTDASRRLCGFLKSLGVHYVFDTTIAADFSILESQKEFVRRYHQHSEEQRELPMLTSACPGWVRYAERVLGRPIIPYLCTAKSPQQVMGSLVKDYFARQQNLSPEKIFHVVVAPCYDKKLEALREGLSTTLNGARGTDCVLTSGEIAQIMEQSDLSVKDIAVDTLFGDMKEVAVQRHDGVS.... Result: 0 (no interaction). (4) The miRNA is hsa-miR-4291 with sequence UUCAGCAGGAACAGCU. The protein sequence of the target gene is MSEHVRTRSQSSERGNDQESSQPVGSVIVQEPTEEKRQEEEPPTDNQGIAPSGEIENEGAPAVQGPDMEAFQQELALLKIEDEPGDGPDVREGIMPTFDLTKVLEAGDAQP. Result: 0 (no interaction).